Regression. Given a peptide amino acid sequence and an MHC pseudo amino acid sequence, predict their binding affinity value. This is MHC class I binding data. From a dataset of Peptide-MHC class I binding affinity with 185,985 pairs from IEDB/IMGT. (1) The peptide sequence is YTFCGTIEY. The MHC is HLA-A02:19 with pseudo-sequence HLA-A02:19. The binding affinity (normalized) is 0.0847. (2) The peptide sequence is AEFKSRFFVM. The MHC is HLA-B44:03 with pseudo-sequence HLA-B44:03. The binding affinity (normalized) is 0.587. (3) The peptide sequence is GEMCDDTVTY. The MHC is HLA-B44:02 with pseudo-sequence HLA-B44:02. The binding affinity (normalized) is 0.701. (4) The peptide sequence is APQFPHGSS. The MHC is Mamu-A2201 with pseudo-sequence Mamu-A2201. The binding affinity (normalized) is 0.329. (5) The MHC is HLA-E01:01 with pseudo-sequence HLA-E01:03. The peptide sequence is QQYAGWSAL. The binding affinity (normalized) is 0.0847.